This data is from Reaction yield outcomes from USPTO patents with 853,638 reactions. The task is: Predict the reaction yield, written as a fraction of the theoretical maximum amount of product (1.0 means a 100% yield; for example, 0.34 means a 34% yield). (1) The reactants are [Cr](Cl)([O-])(=O)=O.[NH+]1C=CC=CC=1.[CH3:12][O:13][C:14]1[CH:15]=[C:16]([CH:22]([C:24]2[CH:29]=[C:28]([O:30][CH3:31])[CH:27]=[C:26]([O:32][CH3:33])[CH:25]=2)[OH:23])[CH:17]=[C:18]([O:20][CH3:21])[CH:19]=1.[Cr]([O-])([O-])(=O)=O. The product is [CH3:33][O:32][C:26]1[CH:25]=[C:24]([C:22]([C:16]2[CH:17]=[C:18]([O:20][CH3:21])[CH:19]=[C:14]([O:13][CH3:12])[CH:15]=2)=[O:23])[CH:29]=[C:28]([O:30][CH3:31])[CH:27]=1. The catalyst is ClCCl.CCOCC. The yield is 0.630. (2) The reactants are C(O[C:4](=[O:10])[C:5]([O:7][CH2:8][CH3:9])=[O:6])C.[CH2:11]([NH2:13])[CH3:12]. The catalyst is CCCCCCCC[N+](CCCCCCCC)(CCCCCCCC)C.[Cl-].ClCCl. The product is [CH2:8]([O:7][C:5](=[O:6])[C:4]([NH:13][CH2:11][CH3:12])=[O:10])[CH3:9]. The yield is 0.413.